This data is from Reaction yield outcomes from USPTO patents with 853,638 reactions. The task is: Predict the reaction yield, written as a fraction of the theoretical maximum amount of product (1.0 means a 100% yield; for example, 0.34 means a 34% yield). (1) The reactants are [CH3:1][C:2]1[CH:7]=[CH:6][CH:5]=[C:4]([CH3:8])[C:3]=1[C:9]1[CH:14]=[CH:13][CH:12]=[C:11]([CH2:15][O:16][C:17]2[N:22]=[CH:21][C:20]([CH:23]([OH:46])[CH2:24][CH2:25][O:26][C:27]([C:40]3[CH:45]=[CH:44][CH:43]=[CH:42][CH:41]=3)([C:34]3[CH:39]=[CH:38][CH:37]=[CH:36][CH:35]=3)[C:28]3[CH:33]=[CH:32][CH:31]=[CH:30][CH:29]=3)=[CH:19][CH:18]=2)[CH:10]=1.[C:47](OC(=O)C)(=[O:49])[CH3:48].[Cl-].C(=O)(O)O.[Na+]. The catalyst is N1C=CC=CC=1. The product is [C:47]([O:46][CH:23]([C:20]1[CH:21]=[N:22][C:17]([O:16][CH2:15][C:11]2[CH:10]=[C:9]([C:3]3[C:4]([CH3:8])=[CH:5][CH:6]=[CH:7][C:2]=3[CH3:1])[CH:14]=[CH:13][CH:12]=2)=[CH:18][CH:19]=1)[CH2:24][CH2:25][O:26][C:27]([C:34]1[CH:35]=[CH:36][CH:37]=[CH:38][CH:39]=1)([C:40]1[CH:41]=[CH:42][CH:43]=[CH:44][CH:45]=1)[C:28]1[CH:29]=[CH:30][CH:31]=[CH:32][CH:33]=1)(=[O:49])[CH3:48]. The yield is 0.790. (2) The reactants are [F:1][C:2]1[N:7]=[C:6]([NH:8]CC2C=CC(OC)=CC=2)[CH:5]=[CH:4][C:3]=1[CH2:18][C:19]1[C:27]2[CH:26]=[N:25][CH:24]=[N:23][C:22]=2[NH:21][CH:20]=1.FC(F)(F)C(O)=O. The catalyst is ClCCl. The product is [F:1][C:2]1[N:7]=[C:6]([NH2:8])[CH:5]=[CH:4][C:3]=1[CH2:18][C:19]1[C:27]2[CH:26]=[N:25][CH:24]=[N:23][C:22]=2[NH:21][CH:20]=1. The yield is 0.930.